Dataset: Retrosynthesis with 50K atom-mapped reactions and 10 reaction types from USPTO. Task: Predict the reactants needed to synthesize the given product. Given the product Cc1ccccc1-c1ccc2c(c1)C(=O)N([C@H](C)c1ccc(Cl)cc1)[C@@H](c1ccc(Cl)cc1)C(=O)N2, predict the reactants needed to synthesize it. The reactants are: C[C@H](c1ccc(Cl)cc1)N1C(=O)c2cc(I)ccc2NC(=O)[C@@H]1c1ccc(Cl)cc1.Cc1ccccc1B(O)O.